Dataset: Forward reaction prediction with 1.9M reactions from USPTO patents (1976-2016). Task: Predict the product of the given reaction. (1) Given the reactants [S:1]1[CH2:6][CH2:5][C:4](=[O:7])[CH2:3][CH2:2]1.[Li+].CC([N-]C(C)C)C.C1C=CC(N([S:23]([C:26]([F:29])([F:28])[F:27])(=[O:25])=[O:24])[S:23]([C:26]([F:29])([F:28])[F:27])(=[O:25])=[O:24])=CC=1.CCOC(C)=O, predict the reaction product. The product is: [S:1]1[CH2:6][CH:5]=[C:4]([O:7][S:23]([C:26]([F:29])([F:28])[F:27])(=[O:25])=[O:24])[CH2:3][CH2:2]1. (2) Given the reactants [Cl:1][C:2]1[CH:7]=[C:6]2[NH:8][C:9](=[O:39])[C:10]3([CH:15]([C:16]4[CH:21]=[C:20]([Cl:22])[CH:19]=[CH:18][C:17]=4[O:23][C:24]([C:27]([OH:29])=O)([CH3:26])[CH3:25])[CH2:14][C:13](=[O:30])[NH:12][CH:11]3[C:31]3[CH:36]=[C:35]([F:37])[CH:34]=[CH:33][C:32]=3[Cl:38])[C:5]2=[CH:4][CH:3]=1.C1N=CN(C(N2C=NC=C2)=O)C=1.[CH3:52][S:53]([NH2:56])(=[O:55])=[O:54].[H-].[Na+].Cl, predict the reaction product. The product is: [Cl:1][C:2]1[CH:3]=[C:4]2[NH:8][C:9](=[O:39])[C:10]3([CH:15]([C:16]4[CH:21]=[C:20]([Cl:22])[CH:19]=[CH:18][C:17]=4[O:23][C:24]([CH3:25])([CH3:26])[C:27]([NH:56][S:53]([CH3:52])(=[O:55])=[O:54])=[O:29])[CH2:14][C:13](=[O:30])[NH:12][CH:11]3[C:31]3[CH:36]=[C:35]([F:37])[CH:34]=[CH:33][C:32]=3[Cl:38])[C:5]2=[CH:6][CH:7]=1. (3) Given the reactants [NH2:1][C:2]1[N:7]([CH3:8])[C:6](=[O:9])[NH:5][C:4](=[O:10])[C:3]=1[N:11]([CH2:24][C:25]1[CH:30]=[CH:29][C:28]([Cl:31])=[CH:27][CH:26]=1)[C:12](=O)[C:13]1[CH:18]=[C:17]([CH3:19])[CH:16]=[CH:15][C:14]=1[O:20][CH2:21][CH3:22].[OH-].[Na+], predict the reaction product. The product is: [Cl:31][C:28]1[CH:29]=[CH:30][C:25]([CH2:24][N:11]2[C:3]3[C:4](=[O:10])[NH:5][C:6](=[O:9])[N:7]([CH3:8])[C:2]=3[N:1]=[C:12]2[C:13]2[CH:18]=[C:17]([CH3:19])[CH:16]=[CH:15][C:14]=2[O:20][CH2:21][CH3:22])=[CH:26][CH:27]=1. (4) Given the reactants [CH3:1][C:2]1[CH:7]=[CH:6][C:5]([OH:8])=[CH:4][C:3]=1[N+:9]([O-])=O.Br[CH2:13][C:14]1[C:19]([F:20])=[CH:18][CH:17]=[CH:16][C:15]=1[F:21].C(=O)([O-])[O-].[K+].[K+].CN(C=O)C, predict the reaction product. The product is: [F:20][C:19]1[CH:18]=[CH:17][CH:16]=[C:15]([F:21])[C:14]=1[CH2:13][O:8][C:5]1[CH:6]=[CH:7][C:2]([CH3:1])=[C:3]([CH:4]=1)[NH2:9].